From a dataset of Reaction yield outcomes from USPTO patents with 853,638 reactions. Predict the reaction yield, written as a fraction of the theoretical maximum amount of product (1.0 means a 100% yield; for example, 0.34 means a 34% yield). (1) The yield is 0.260. The reactants are [OH-].[Li+].[CH3:3][O:4][C:5]1[CH:6]=[CH:7][C:8]([C:30]2[CH:35]=[CH:34][CH:33]=[C:32]([C:36]([F:39])([F:38])[F:37])[CH:31]=2)=[C:9]2[C:13]=1[C:12](=[O:14])[C:11]([CH2:19][C:20]1[CH:25]=[CH:24][C:23]([C:26]([O:28]C)=[O:27])=[CH:22][CH:21]=1)(C(OC)=O)[CH2:10]2. The product is [CH3:3][O:4][C:5]1[CH:6]=[CH:7][C:8]([C:30]2[CH:35]=[CH:34][CH:33]=[C:32]([C:36]([F:37])([F:39])[F:38])[CH:31]=2)=[C:9]2[C:13]=1[C:12](=[O:14])[CH:11]([CH2:19][C:20]1[CH:25]=[CH:24][C:23]([C:26]([OH:28])=[O:27])=[CH:22][CH:21]=1)[CH2:10]2. The catalyst is C1COCC1. (2) The reactants are [CH2:1]([O:3][C:4](=[O:13])[CH2:5][C:6]1[N:7]=[N:8][C:9]([Cl:12])=[CH:10][CH:11]=1)[CH3:2].Br[CH2:15][CH2:16]Br. No catalyst specified. The product is [CH2:1]([O:3][C:4]([C:5]1([C:6]2[N:7]=[N:8][C:9]([Cl:12])=[CH:10][CH:11]=2)[CH2:16][CH2:15]1)=[O:13])[CH3:2]. The yield is 0.200. (3) The reactants are [NH2:1][C:2]1[CH:16]=[CH:15][C:5]2[N:6]([CH3:14])[C:7](=[O:13])[CH2:8][CH2:9][C:10]([CH3:12])([CH3:11])[C:4]=2[CH:3]=1.Cl[C:18]1[N:23]=[C:22]([NH:24][C:25]2[CH:26]=[C:27]([CH:32]=[CH:33][CH:34]=2)[C:28]([NH:30][CH3:31])=[O:29])[C:21]([Cl:35])=[CH:20][N:19]=1. No catalyst specified. The product is [Cl:35][C:21]1[C:22]([NH:24][C:25]2[CH:26]=[C:27]([CH:32]=[CH:33][CH:34]=2)[C:28]([NH:30][CH3:31])=[O:29])=[N:23][C:18]([NH:1][C:2]2[CH:16]=[CH:15][C:5]3[N:6]([CH3:14])[C:7](=[O:13])[CH2:8][CH2:9][C:10]([CH3:12])([CH3:11])[C:4]=3[CH:3]=2)=[N:19][CH:20]=1. The yield is 0.430. (4) The reactants are C(N(CC)CC)C.[NH2:8][C:9]1[N:14]=[C:13](Cl)[CH:12]=[C:11]([CH3:16])[N:10]=1.[CH2:17]([NH2:24])[C:18]1[CH:23]=[CH:22][CH:21]=[CH:20][CH:19]=1. The catalyst is O1CCOCC1. The product is [CH2:17]([NH:24][C:13]1[CH:12]=[C:11]([CH3:16])[N:10]=[C:9]([NH2:8])[N:14]=1)[C:18]1[CH:23]=[CH:22][CH:21]=[CH:20][CH:19]=1. The yield is 0.890. (5) The reactants are [F:1][C:2]1[CH:3]=[C:4]2[C:8](=[CH:9][CH:10]=1)[NH:7][CH:6]=[C:5]2[CH:11]=[O:12].[C:13](O[C:13]([O:15][C:16]([CH3:19])([CH3:18])[CH3:17])=[O:14])([O:15][C:16]([CH3:19])([CH3:18])[CH3:17])=[O:14].C([O-])([O-])=O.[Na+].[Na+]. The catalyst is C1COCC1. The product is [F:1][C:2]1[CH:3]=[C:4]2[C:8](=[CH:9][CH:10]=1)[N:7]([C:13]([O:15][C:16]([CH3:19])([CH3:18])[CH3:17])=[O:14])[CH:6]=[C:5]2[CH:11]=[O:12]. The yield is 0.530. (6) The reactants are C([O:3][C:4](=[O:40])[CH2:5][NH:6][C:7]([C:9]1[N:10]([C:28]2[CH:33]=[CH:32][C:31]([O:34][CH:35]3[CH2:39][CH2:38][CH2:37][CH2:36]3)=[CH:30][CH:29]=2)[C:11]2[C:16]([CH:17]=1)=[CH:15][C:14]([C:18]1[CH:23]=[CH:22][C:21]([C:24]([CH3:27])([CH3:26])[CH3:25])=[CH:20][CH:19]=1)=[CH:13][CH:12]=2)=[O:8])C.[OH-].[Na+].Cl. The catalyst is O.O1CCOCC1. The product is [C:24]([C:21]1[CH:20]=[CH:19][C:18]([C:14]2[CH:15]=[C:16]3[C:11](=[CH:12][CH:13]=2)[N:10]([C:28]2[CH:33]=[CH:32][C:31]([O:34][CH:35]4[CH2:39][CH2:38][CH2:37][CH2:36]4)=[CH:30][CH:29]=2)[C:9]([C:7]([NH:6][CH2:5][C:4]([OH:40])=[O:3])=[O:8])=[CH:17]3)=[CH:23][CH:22]=1)([CH3:27])([CH3:25])[CH3:26]. The yield is 0.910. (7) The reactants are [C:1]([C:3]1[C:11]2[C:6](=[CH:7][C:8]([O:12][CH3:13])=[CH:9][CH:10]=2)[N:5]([CH2:14][CH3:15])[C:4]=1[C:16]1[CH:21]=[CH:20][C:19]([NH:22][S:23]([CH3:26])(=[O:25])=[O:24])=[CH:18][CH:17]=1)#[N:2].[H-].[Na+].I[CH3:30]. The catalyst is CN(C=O)C.O. The product is [C:1]([C:3]1[C:11]2[C:6](=[CH:7][C:8]([O:12][CH3:13])=[CH:9][CH:10]=2)[N:5]([CH2:14][CH3:15])[C:4]=1[C:16]1[CH:21]=[CH:20][C:19]([N:22]([CH3:30])[S:23]([CH3:26])(=[O:24])=[O:25])=[CH:18][CH:17]=1)#[N:2]. The yield is 0.450. (8) The reactants are [Cl:1][C:2]1[N:7]=[CH:6][C:5]([C:8](=[O:16])[CH2:9][N:10]2[CH2:14][CH2:13][S:12][C:11]2=[NH:15])=[CH:4][CH:3]=1.[BH4-].[Na+]. The catalyst is CC(O)C. The product is [Cl:1][C:2]1[N:7]=[CH:6][C:5]([CH:8]([OH:16])[CH2:9][N:10]2[CH2:14][CH2:13][S:12][C:11]2=[NH:15])=[CH:4][CH:3]=1. The yield is 0.132. (9) The reactants are [Cl:1][C:2]1[CH:3]=[C:4]2[C:8](=[CH:9][CH:10]=1)[NH:7][C:6]([C:11]([NH:13][NH2:14])=[O:12])=[CH:5]2.C(N(CC)CC)C.[C:22]1([CH2:28][C:29](Cl)=[O:30])[CH:27]=[CH:26][CH:25]=[CH:24][CH:23]=1.C(=O)([O-])O.[Na+]. The catalyst is C1COCC1.O. The product is [C:22]1([CH2:28][C:29]([N:13]([C:11]([C:6]2[NH:7][C:8]3[C:4]([CH:5]=2)=[CH:3][C:2]([Cl:1])=[CH:10][CH:9]=3)=[O:12])[NH2:14])=[O:30])[CH:27]=[CH:26][CH:25]=[CH:24][CH:23]=1. The yield is 0.790.